Dataset: NCI-60 drug combinations with 297,098 pairs across 59 cell lines. Task: Regression. Given two drug SMILES strings and cell line genomic features, predict the synergy score measuring deviation from expected non-interaction effect. (1) Drug 1: COC1=CC(=CC(=C1O)OC)C2C3C(COC3=O)C(C4=CC5=C(C=C24)OCO5)OC6C(C(C7C(O6)COC(O7)C8=CC=CS8)O)O. Drug 2: B(C(CC(C)C)NC(=O)C(CC1=CC=CC=C1)NC(=O)C2=NC=CN=C2)(O)O. Cell line: SK-MEL-2. Synergy scores: CSS=43.1, Synergy_ZIP=-3.21, Synergy_Bliss=-3.70, Synergy_Loewe=-1.23, Synergy_HSA=-1.32. (2) Drug 1: CC1C(C(=O)NC(C(=O)N2CCCC2C(=O)N(CC(=O)N(C(C(=O)O1)C(C)C)C)C)C(C)C)NC(=O)C3=C4C(=C(C=C3)C)OC5=C(C(=O)C(=C(C5=N4)C(=O)NC6C(OC(=O)C(N(C(=O)CN(C(=O)C7CCCN7C(=O)C(NC6=O)C(C)C)C)C)C(C)C)C)N)C. Drug 2: C1CCC(C(C1)N)N.C(=O)(C(=O)[O-])[O-].[Pt+4]. Cell line: SNB-19. Synergy scores: CSS=28.0, Synergy_ZIP=-4.90, Synergy_Bliss=-0.288, Synergy_Loewe=-3.97, Synergy_HSA=3.52.